Predict the reaction yield, written as a fraction of the theoretical maximum amount of product (1.0 means a 100% yield; for example, 0.34 means a 34% yield). From a dataset of Reaction yield outcomes from USPTO patents with 853,638 reactions. The reactants are C([NH:8][C@@H:9]1[CH2:14][C@H:13]([C:15]2[CH:20]=[CH:19][N:18]=[CH:17][C:16]=2[N+:21]([O-])=O)[O:12][C@H:11]([CH:24]([CH3:26])[CH3:25])[C@H:10]1[OH:27])C1C=CC=CC=1.[CH3:40][C:39]([O:38][C:36](O[C:36]([O:38][C:39]([CH3:42])([CH3:41])[CH3:40])=[O:37])=[O:37])([CH3:42])[CH3:41]. The catalyst is [OH-].[OH-].[Pd+2].CO. The product is [NH2:21][C:16]1[CH:17]=[N:18][CH:19]=[CH:20][C:15]=1[C@@H:13]1[O:12][C@H:11]([CH:24]([CH3:26])[CH3:25])[C@@H:10]([OH:27])[C@H:9]([NH:8][C:36](=[O:37])[O:38][C:39]([CH3:40])([CH3:41])[CH3:42])[CH2:14]1.[NH2:21][C:16]1[CH:17]=[N:18][CH:19]=[CH:20][C:15]=1[C@H:13]1[O:12][C@@H:11]([CH:24]([CH3:26])[CH3:25])[C@H:10]([OH:27])[C@@H:9]([NH:8][C:36](=[O:37])[O:38][C:39]([CH3:40])([CH3:41])[CH3:42])[CH2:14]1. The yield is 0.270.